This data is from Full USPTO retrosynthesis dataset with 1.9M reactions from patents (1976-2016). The task is: Predict the reactants needed to synthesize the given product. (1) Given the product [Cl:1][C:2]1[C:7]2[CH2:8][CH:9]([CH3:22])[N:10]3[C:15]([C:6]=2[CH:5]=[CH:4][C:3]=1[O:23][CH3:24])=[CH:14][C:13](=[O:16])[C:12]([C:17]([OH:19])=[O:18])=[CH:11]3, predict the reactants needed to synthesize it. The reactants are: [Cl:1][C:2]1[C:7]2[CH2:8][CH:9]([CH3:22])[N:10]3[C:15]([C:6]=2[CH:5]=[CH:4][C:3]=1[O:23][CH3:24])=[CH:14][C:13](=[O:16])[C:12]([C:17]([O:19]CC)=[O:18])=[CH:11]3.[OH-].[Na+].Cl. (2) Given the product [N:22]1[CH:23]=[CH:24][CH:25]=[CH:26][C:21]=1[C:19]1[CH:18]=[CH:17][N:16]=[C:15]([NH:14][C:4]2[CH:3]=[C:2]3[C:10]([CH:46]=[C:47]([C:52]([OH:54])=[O:53])[NH:48]3)=[CH:6][CH:5]=2)[N:20]=1, predict the reactants needed to synthesize it. The reactants are: Cl[C:2]1[CH:3]=[C:4]([NH:14][C:15]2[N:20]=[C:19]([C:21]3[CH:26]=[C:25](COC)[CH:24]=[CH:23][N:22]=3)[CH:18]=[CH:17][N:16]=2)[CH:5]=[C:6]2[C:10]=1NC(C(O)=O)=C2.N1C=CC=CC=1C1C=CN=C(NC2C=C3C(=CC=2)[NH:48][C:47]([C:52]([OH:54])=[O:53])=[CH:46]3)N=1.C(C1C=CN=C(C2C=CN=C(NC3C=C4C(=CC=3)NC(C(O)=O)=C4)N=2)C=1)C.CN1C2C(=CC=C(NC3N=C(C4C=CC=CN=4)C=CN=3)C=2)C=C1C(O)=O.FC1N=C(C2C=CN=C(NC3C=C4C(=C(C)C=3)NC(C(O)=O)=C4)N=2)C=CC=1.COCC1C=CN=C(C2C=CN=C(NC3C=C4C(=CC=3)NC(C(O)=O)=C4)N=2)C=1.COCC1C=CN=C(C2C=CN=C(NC3C=C4C(=C(C)C=3)NC(C(O)=O)=C4)N=2)C=1.ClC1C=C(NC2N=C(C3C=CC=C(F)N=3)C=CN=2)C=C2C=1NC(C(O)=O)=C2.C(C1C=CN=C(C2C=CN=C(NC3C=C4C(=CC=3)NC(C(O)=O)=C4)N=2)C=1)(C)(C)C.C(C1C=CN=C(C2C=CN=C(NC3C=C4C(=CC=3)NC(C(O)=O)=C4)N=2)C=1)(C)C.COC1C=CN=C(C2C=CN=C(NC3C=C4C(=CC=3)NC(C(O)=O)=C4)N=2)C=1.N1C=CC=CC=1C1C=CN=C(NC2C=CC3SC(C(O)=O)=CC=3C=2)N=1.COC1C=CN=C(C2C=CN=C(NC3C=CC4SC(C(O)=O)=CC=4C=3)N=2)C=1.CC1C=CN=C(C2C=CN=C(NC3C=C4C(=CC=3)NC(C(O)=O)=C4)N=2)C=1. (3) Given the product [CH3:9][N:8]1[C:6]2=[N:7][C:2]([CH3:1])=[CH:3][CH:4]=[C:5]2[N:10]=[N:16]1, predict the reactants needed to synthesize it. The reactants are: [CH3:1][C:2]1[N:7]=[C:6]([NH:8][CH3:9])[C:5]([NH2:10])=[CH:4][CH:3]=1.CC(O[N:16]=O)(C)C.C(O)(=O)C.C(=O)([O-])O.[Na+]. (4) Given the product [CH3:63][C:61]1([CH3:64])[CH2:62][N:58]([C:48]2[C:47]([CH3:66])=[C:46]([NH:67][C:68]3[CH:73]=[C:72]([N:74]4[CH2:79][CH2:78][O:77][CH2:76][CH2:75]4)[N:71]=[CH:70][C:69]=3[C:80]3[CH:81]=[N:82][C:83]([NH:86][C:87](=[O:93])[O:88][C:89]([CH3:91])([CH3:90])[CH3:92])=[N:84][CH:85]=3)[C:55]3[C:50](=[CH:51][C:52]([F:57])=[CH:53][C:54]=3[F:56])[N:49]=2)[C:59](=[O:65])[CH2:60]1, predict the reactants needed to synthesize it. The reactants are: C(=O)([O-])[O-].[K+].[K+].CC(C1C=C(C(C)C)C(C2C(P(C3CCCCC3)C3CCCCC3)=C(OC)C=CC=2OC)=C(C(C)C)C=1)C.Cl[C:46]1[C:55]2[C:50](=[CH:51][C:52]([F:57])=[CH:53][C:54]=2[F:56])[N:49]=[C:48]([N:58]2[CH2:62][C:61]([CH3:64])([CH3:63])[CH2:60][C:59]2=[O:65])[C:47]=1[CH3:66].[NH2:67][C:68]1[CH:73]=[C:72]([N:74]2[CH2:79][CH2:78][O:77][CH2:76][CH2:75]2)[N:71]=[CH:70][C:69]=1[C:80]1[CH:81]=[N:82][C:83]([NH:86][C:87](=[O:93])[O:88][C:89]([CH3:92])([CH3:91])[CH3:90])=[N:84][CH:85]=1. (5) Given the product [Cl:12][C:10]1[CH:11]=[C:2]([NH:1][CH2:34][C:32]2[CH:31]=[CH:30][N:29]=[C:28]([S:25]([CH3:24])(=[O:27])=[O:26])[N:33]=2)[CH:3]=[C:4]2[C:9]=1[N:8]=[CH:7][C:6]([C:13]#[N:14])=[C:5]2[NH:15][C:16]1[CH:21]=[CH:20][C:19]([F:22])=[C:18]([Cl:23])[CH:17]=1, predict the reactants needed to synthesize it. The reactants are: [NH2:1][C:2]1[CH:3]=[C:4]2[C:9](=[C:10]([Cl:12])[CH:11]=1)[N:8]=[CH:7][C:6]([C:13]#[N:14])=[C:5]2[NH:15][C:16]1[CH:21]=[CH:20][C:19]([F:22])=[C:18]([Cl:23])[CH:17]=1.[CH3:24][S:25]([C:28]1[N:33]=[C:32]([CH:34]=O)[CH:31]=[CH:30][N:29]=1)(=[O:27])=[O:26].[BH3-]C#N.[Na+]. (6) The reactants are: [Br:1][C:2]1[CH:7]=[CH:6][C:5]([OH:8])=[CH:4][C:3]=1[F:9].[CH3:10][O:11][C:12](=[O:21])[C:13]1[CH:18]=[CH:17][CH:16]=[C:15]([CH2:19]Br)[CH:14]=1.C(=O)([O-])[O-].[K+].[K+]. Given the product [CH3:10][O:11][C:12](=[O:21])[C:13]1[CH:18]=[CH:17][CH:16]=[C:15]([CH2:19][O:8][C:5]2[CH:6]=[CH:7][C:2]([Br:1])=[C:3]([F:9])[CH:4]=2)[CH:14]=1, predict the reactants needed to synthesize it. (7) Given the product [CH3:1][O:2][C:3]1[CH:4]=[C:5]2[C:10](=[CH:11][C:12]=1[O:13][CH3:14])[N:9]=[CH:8][CH:7]=[C:6]2[O:15][C:16]1[CH:22]=[CH:21][C:19]([NH:20][C:29](=[O:35])[O:30][C:31]2[CH:42]=[CH:43][CH:44]=[C:39]([O:38][CH3:37])[CH:40]=2)=[C:18]([CH3:23])[C:17]=1[CH3:24], predict the reactants needed to synthesize it. The reactants are: [CH3:1][O:2][C:3]1[CH:4]=[C:5]2[C:10](=[CH:11][C:12]=1[O:13][CH3:14])[N:9]=[CH:8][CH:7]=[C:6]2[O:15][C:16]1[CH:22]=[CH:21][C:19]([NH2:20])=[C:18]([CH3:23])[C:17]=1[CH3:24].ClC(Cl)(O[C:29](=[O:35])[O:30][C:31](Cl)(Cl)Cl)Cl.[CH3:37][O:38][C:39]1[CH:40]=C(O)[CH:42]=[CH:43][CH:44]=1.C(=O)(O)[O-].[Na+]. (8) Given the product [NH2:1][C:2]1[N:7]=[CH:6][N:5]=[C:4]2[N:8]([CH2:24][CH2:25][CH2:26][N:30]3[C:31](=[O:33])[CH2:32][S:28][C:29]3=[O:34])[N:9]=[C:10]([C:11]3[CH:12]=[CH:13][C:14]([O:17][C:18]4[CH:23]=[CH:22][CH:21]=[CH:20][CH:19]=4)=[CH:15][CH:16]=3)[C:3]=12, predict the reactants needed to synthesize it. The reactants are: [NH2:1][C:2]1[N:7]=[CH:6][N:5]=[C:4]2[N:8]([CH2:24][CH2:25][CH2:26]O)[N:9]=[C:10]([C:11]3[CH:16]=[CH:15][C:14]([O:17][C:18]4[CH:23]=[CH:22][CH:21]=[CH:20][CH:19]=4)=[CH:13][CH:12]=3)[C:3]=12.[S:28]1[CH2:32][C:31](=[O:33])[NH:30][C:29]1=[O:34].C1(P(C2C=CC=CC=2)C2C=CC=CC=2)C=CC=CC=1.CC(OC(/N=N/C(OC(C)C)=O)=O)C.